This data is from Full USPTO retrosynthesis dataset with 1.9M reactions from patents (1976-2016). The task is: Predict the reactants needed to synthesize the given product. (1) Given the product [NH:15]1[CH2:16][CH2:17][CH2:18][CH:12]([CH2:11][NH:10][C@@H:8]2[CH2:9][C@H:7]2[C:1]2[CH:2]=[CH:3][CH:4]=[CH:5][CH:6]=2)[CH2:13][CH2:14]1, predict the reactants needed to synthesize it. The reactants are: [C:1]1([C@@H:7]2[CH2:9][C@H:8]2[NH:10][CH2:11][CH:12]2[CH2:18][CH2:17][CH2:16][N:15](C(OC(C)(C)C)=O)[CH2:14][CH2:13]2)[CH:6]=[CH:5][CH:4]=[CH:3][CH:2]=1.Cl.O1CCOCC1. (2) Given the product [C@@H:11]1([N:34]2[C:43](=[O:44])[C:42]3[NH:41][CH:40]=[N:39][C:38]=3[NH:37][C:35]2=[O:36])[O:12][C@H:13]([CH2:24][OH:25])[C@@H:14]([OH:15])[C@H:10]1[OH:9], predict the reactants needed to synthesize it. The reactants are: C([O:9][C@@H:10]1[C@H:14]([O:15]C(=O)C2C=CC=CC=2)[C@@H:13]([CH2:24][O:25]C(=O)C2C=CC=CC=2)[O:12][C@H:11]1[N:34]1[C:43](=[O:44])[C:42]2[NH:41][CH:40]=[N:39][C:38]=2[NH:37][C:35]1=[O:36])(=O)C1C=CC=CC=1. (3) Given the product [Cl:1][C:2]1[CH:7]=[CH:6][C:5]([NH:8][C:9]([NH:11][C:12]2[CH:17]=[CH:16][C:15]([N:18]3[C:26]([O:35][CH3:34])=[N:25][C:24]4[C:19]3=[N:20][CH:21]=[N:22][C:23]=4[NH:28][CH3:29])=[CH:14][CH:13]=2)=[O:10])=[CH:4][C:3]=1[C:30]([F:33])([F:32])[F:31], predict the reactants needed to synthesize it. The reactants are: [Cl:1][C:2]1[CH:7]=[CH:6][C:5]([NH:8][C:9]([NH:11][C:12]2[CH:17]=[CH:16][C:15]([N:18]3[C:26](I)=[N:25][C:24]4[C:19]3=[N:20][CH:21]=[N:22][C:23]=4[NH:28][CH3:29])=[CH:14][CH:13]=2)=[O:10])=[CH:4][C:3]=1[C:30]([F:33])([F:32])[F:31].[CH3:34][OH:35]. (4) Given the product [CH3:3][C@@H:4]1[CH2:9][O:8][CH2:7][CH2:6][N:5]1[C:10]1[CH:15]=[C:14]([C:16]2([S:19]([CH3:22])(=[NH:21])=[O:20])[CH2:18][CH2:17]2)[N:13]=[C:12]([C:23]2[CH:28]=[CH:27][N:26]=[C:25]3[NH:29][CH:30]=[CH:31][C:24]=23)[N:11]=1, predict the reactants needed to synthesize it. The reactants are: [OH-].[Na+].[CH3:3][C@@H:4]1[CH2:9][O:8][CH2:7][CH2:6][N:5]1[C:10]1[CH:15]=[C:14]([C:16]2([S:19]([CH3:22])(=[NH:21])=[O:20])[CH2:18][CH2:17]2)[N:13]=[C:12]([C:23]2[CH:28]=[CH:27][N:26]=[C:25]3[N:29](S(C4C=CC(C)=CC=4)(=O)=O)[CH:30]=[CH:31][C:24]=23)[N:11]=1.O.Cl. (5) Given the product [F:33][C:2]([F:1])([F:32])[C:3]1[CH:4]=[C:5]([CH:25]=[C:26]([C:28]([F:29])([F:31])[F:30])[CH:27]=1)[CH2:6][N:7]([CH2:8][C:9]1[C:10]([N:17]([CH2:21][CH:22]2[CH2:24][CH2:23]2)[CH2:18][CH2:19][CH3:20])=[N:11][C:12]([S:15][CH3:16])=[N:13][CH:14]=1)[C:38]1[N:39]=[CH:40][C:35]([Br:34])=[CH:36][N:37]=1, predict the reactants needed to synthesize it. The reactants are: [F:1][C:2]([F:33])([F:32])[C:3]1[CH:4]=[C:5]([CH:25]=[C:26]([C:28]([F:31])([F:30])[F:29])[CH:27]=1)[CH2:6][NH:7][CH2:8][C:9]1[C:10]([N:17]([CH2:21][CH:22]2[CH2:24][CH2:23]2)[CH2:18][CH2:19][CH3:20])=[N:11][C:12]([S:15][CH3:16])=[N:13][CH:14]=1.[Br:34][C:35]1[CH:36]=[N:37][C:38](Cl)=[N:39][CH:40]=1.C(N(CC)C(C)C)(C)C. (6) Given the product [CH2:13]([N:10]1[C:11]2[C:7](=[CH:6][CH:5]=[CH:4][C:3]=2[O:2][CH3:1])[CH:8]=[CH:9]1)[CH2:14][CH2:15][CH3:16], predict the reactants needed to synthesize it. The reactants are: [CH3:1][O:2][C:3]1[CH:4]=[CH:5][CH:6]=[C:7]2[C:11]=1[NH:10][CH:9]=[CH:8]2.Br[CH2:13][CH2:14][CH2:15][CH3:16].